Predict the reaction yield, written as a fraction of the theoretical maximum amount of product (1.0 means a 100% yield; for example, 0.34 means a 34% yield). From a dataset of Reaction yield outcomes from USPTO patents with 853,638 reactions. The reactants are [NH2:1][C:2]1[CH:7]=[C:6]([C:8]([OH:11])([CH3:10])[CH3:9])[CH:5]=[CH:4][N:3]=1.[H-].[Na+].F[C:15]1[C:24]2[C:19](=[CH:20][CH:21]=[CH:22][CH:23]=2)[C:18]([N+:25]([O-:27])=[O:26])=[CH:17][CH:16]=1. The catalyst is CN(C=O)C. The product is [N+:25]([C:18]1[C:19]2[C:24](=[CH:23][CH:22]=[CH:21][CH:20]=2)[C:15]([O:11][C:8]([C:6]2[CH:5]=[CH:4][N:3]=[C:2]([NH2:1])[CH:7]=2)([CH3:9])[CH3:10])=[CH:16][CH:17]=1)([O-:27])=[O:26]. The yield is 0.0800.